This data is from Experimentally validated miRNA-target interactions with 360,000+ pairs, plus equal number of negative samples. The task is: Binary Classification. Given a miRNA mature sequence and a target amino acid sequence, predict their likelihood of interaction. (1) The miRNA is mmu-miR-466k with sequence UGUGUGUGUACAUGUACAUGUGA. The protein sequence of the target gene is MKIWSSEHVFGHPWDTVIKAAMRKYPNPMNPCVVGVDVLERSVDGCGRLHSLRLLSTEWGLPGLVRAILGANRTLTYIKERSVVDPAARKMELCSTNITLTNLVSVNERLVYTPHPENPEKTVLTQEAIITVKGISLGSYLESLMATTISSNAKKGWAAIEWIIEHSESAIS. Result: 1 (interaction). (2) The miRNA is mmu-miR-466h-3p with sequence UACGCACGCACACACACAC. The protein sequence of the target gene is MALRAVWLIRHEPGTPLGGTVRFSRRYPTVEKRAKAFNGMTYVPVPEDGPFLRALLFQLRLLDDDKDFMERRDGCSRINKTSIYGLSVGGEELWPVIAFLRDSMIYASVPLVEQALSPRPPLISISGVSQGLELLLGIQDFLYSSQKNDTDLHTKLSQLPDLLLQACPLGTLLDANLQNSLNSINSVSVTQPQKQPAWKVGAYKGKAQISISITETVKCMQYGKQDIADTWQVAGTVACKCDLEGVMPAVTISLSLPTNGSPLQDIIVHPCVTSLDSAILTSSSIDTMDDSAFSGPYKFP.... Result: 0 (no interaction). (3) The miRNA is hsa-miR-23a-5p with sequence GGGGUUCCUGGGGAUGGGAUUU. The protein sequence of the target gene is MTSPWSAFPVQIPQPSIRGLSQITKSLFISNGVAANNKLLLSSNQITTVINVSVEVANTFYEDIQYVQVPVVDAPVARLSNFFDSVADRIHSVEMQKGRTLLHCAAGVSRSAALCLAYLMKYHAMSLVDAHTWTKSCRPIIRPNSGFWEQLIHYELQLFGKNTMQMMDSPMGRIPDIYEKETRLMIPL. Result: 0 (no interaction). (4) The miRNA is hsa-miR-6814-5p with sequence UCCCAAGGGUGAGAUGCUGCCA. The protein sequence of the target gene is MSSGTELLWPGAALLVLLGVAASLCVRCSRPGAKRSEKIYQQRSLREDQQSFTGSRTYSLVGQAWPGPLADMAPTRKDKLLQFYPSLEDPASSRYQNFSKGSRHGSEEAYIDPIAMEYYNWGRFSKPPEDDDANSYENVLICKQKTTETGAQQEGIGGLCRGDLSLSLALKTGPTSGLCPSASPEEDEESEDYQNSASIHQWRESRKVMGQLQREASPGPVGSPDEEDGEPDYVNGEVAATEA. Result: 1 (interaction). (5) The miRNA is hsa-miR-590-3p with sequence UAAUUUUAUGUAUAAGCUAGU. Result: 0 (no interaction). The protein sequence of the target gene is MDFSFSFMQGIMGNTIQQPPQLIDSANIRQEDAFDNHSDIVEDGGPTPFEATLQQGFQYPPTTEDLPPLTNGYPPSISLYETQTKYPPYNQYPNGSANGFGAVRNFSPTDYYHSEIPNTRPHEILEKPSPPQPPPPPSVPQTVIPKKTGSPEIKLKITKTIQNGRELFESSLCGDLLNEVQASEHTKSKHESRKEKRKKSNRHESSRSEERRSHKIPKLEPEGQNRPNERVDTAPEKPREEPVLKEAIPVQPILSSVPTTETSTGVKFQVGDLVWSKVGTYPWWPCMVSSDPQLEVHSKI.... (6) The miRNA is hsa-miR-642a-3p with sequence AGACACAUUUGGAGAGGGAACC. The protein sequence of the target gene is MMEEIDRFQDPAAASISDRDCDAREEKQRELARKGSLKNGSMGSPVNQQPKKNNVMARTRLVVPNKGYSSLDQSPDEKPLVALDTDSDDDFDMSRYSSSGYSSAEQINQDLNIQLLKDGYRLDEIPDDEDLDLIPPKSVNPTCMCCQATSSTACHIQ. Result: 0 (no interaction). (7) The miRNA is hsa-miR-6764-5p with sequence UCCCAGGGUCUGGUCAGAGUUG. The protein sequence of the target gene is MNTTDSGVNCLCAICGDRATGKHYGASSCDGCKGFFRRSIRKSHVYSCRFSRQCVVDKDKRNQCRYCRLRKCFRAGMKKEAVQNERDRISTRRSTYEGSNIPSINTLAQAEVRSCQISVPSPSSSTDINIKKIASISDVCESMKQQLLVLVEWAKYIPAFCELPLDDQVALLRAHAGEHLLLGATKRSMMYKDILLLGNHYVIHRNSCEVEVSRVANRVLDELVRPFQEIQIDDNEYACLKAIVFFDPDAKGLSDPVKIKNMRFQVQISLEDYINDRQYDSRGRFGELLLLLPTLQSITW.... Result: 0 (no interaction). (8) The miRNA is hsa-miR-92a-3p with sequence UAUUGCACUUGUCCCGGCCUGU. The protein sequence of the target gene is MSEMSSFLHIGDIVSLYAEGSVNGFISTLGLVDDRCVVEPAAGDLDNPPKKFRDCLFKVCPMNRYSAQKQYWKAKQTKQDKEKIADVVLLQKLQHAAQMEQKQNDTENKKVHGDVVKYGSVIQLLHMKSNKYLTVNKRLPALLEKNAMRVTLDATGNEGSWLFIQPFWKLRSNGDNVVVGDKVILNPVNAGQPLHASNYELSDNAGCKEVNSVNCNTSWKINLFMQFRDHLEEVLKGGDVVRLFHAEQEKFLTCDEYKGKLQVFLRTTLRQSATSATSSNALWEVEVVHHDPCRGGAGHW.... Result: 1 (interaction).